Dataset: Forward reaction prediction with 1.9M reactions from USPTO patents (1976-2016). Task: Predict the product of the given reaction. (1) The product is: [CH:35]1[C:36]2[CH:24]([CH2:23][O:22][C:21]([NH:1][C@@H:2]([CH2:6][CH2:7][NH:8][C:9]3[S:10][C:11]([CH:14]=[O:15])=[CH:12][N:13]=3)[C:3]([OH:5])=[O:4])=[O:37])[C:25]3[C:30](=[CH:29][CH:28]=[CH:27][CH:26]=3)[C:31]=2[CH:32]=[CH:33][CH:34]=1. Given the reactants [NH2:1][C@@H:2]([CH2:6][CH2:7][NH:8][C:9]1[S:10][C:11]([CH:14]=[O:15])=[CH:12][N:13]=1)[C:3]([OH:5])=[O:4].C(=O)(O)[O-].[Na+].[C:21](=O)([O:37]N1C(=O)CCC1=O)[O:22][CH2:23][CH:24]1[C:36]2[CH:35]=[CH:34][CH:33]=[CH:32][C:31]=2[C:30]2[C:25]1=[CH:26][CH:27]=[CH:28][CH:29]=2, predict the reaction product. (2) Given the reactants [NH2:1][C:2]1[C:7]([Br:8])=[CH:6][C:5]([F:9])=[CH:4][C:3]=1[CH2:10][OH:11], predict the reaction product. The product is: [NH2:1][C:2]1[C:7]([Br:8])=[CH:6][C:5]([F:9])=[CH:4][C:3]=1[CH:10]=[O:11]. (3) Given the reactants [CH3:1][O:2][C:3](=[O:15])[C:4](=O)[CH:5](Cl)[C:6]1[CH:11]=[CH:10][CH:9]=[C:8]([Br:12])[CH:7]=1.[CH:16]1([C:19](=[S:21])[NH2:20])[CH2:18][CH2:17]1, predict the reaction product. The product is: [CH3:1][O:2][C:3]([C:4]1[N:20]=[C:19]([CH:16]2[CH2:18][CH2:17]2)[S:21][C:5]=1[C:6]1[CH:11]=[CH:10][CH:9]=[C:8]([Br:12])[CH:7]=1)=[O:15]. (4) Given the reactants C([O:8][C:9]1[CH:10]=[C:11]2[C:16](=[CH:17][CH:18]=1)[N:15]([CH:19]1[CH2:24][CH2:23][S:22][CH2:21][CH2:20]1)[C:14](=[O:25])[N:13]([CH2:26][C:27]1[CH:32]=[CH:31][C:30]([O:33][CH3:34])=[C:29]([O:35][CH3:36])[CH:28]=1)[C:12]2=[O:37])C1C=CC=CC=1.C(O)=O, predict the reaction product. The product is: [CH3:36][O:35][C:29]1[CH:28]=[C:27]([CH:32]=[CH:31][C:30]=1[O:33][CH3:34])[CH2:26][N:13]1[C:12](=[O:37])[C:11]2[C:16](=[CH:17][CH:18]=[C:9]([OH:8])[CH:10]=2)[N:15]([CH:19]2[CH2:20][CH2:21][S:22][CH2:23][CH2:24]2)[C:14]1=[O:25]. (5) Given the reactants [CH3:1][N:2]1[C:10]2[C:5](=[CH:6][CH:7]=[C:8]([N:11]3[CH:16]=[CH:15][C:14]([C:17]4[CH:22]=[CH:21][C:20]([CH3:23])=[CH:19][N:18]=4)=[CH:13][C:12]3=[O:24])[CH:9]=2)[C:4]2[CH2:25][CH2:26][N:27](C(OC(C)(C)C)=O)[CH2:28][C:3]1=2.C1(N)C(F)=C(F)C(F)=C(N)C=1F.[ClH:48].Cl, predict the reaction product. The product is: [ClH:48].[ClH:48].[CH3:1][N:2]1[C:10]2[C:5](=[CH:6][CH:7]=[C:8]([N:11]3[CH:16]=[CH:15][C:14]([C:17]4[CH:22]=[CH:21][C:20]([CH3:23])=[CH:19][N:18]=4)=[CH:13][C:12]3=[O:24])[CH:9]=2)[C:4]2[CH2:25][CH2:26][NH:27][CH2:28][C:3]1=2. (6) Given the reactants [CH3:1][C:2]1[C:7]([O:8][C:9]2[CH:14]=[CH:13][N:12]=[C:11]([NH:15][C:16]3[CH:21]=[CH:20][CH:19]=[C:18]([CH2:22][N:23]4[CH2:28][CH2:27][NH:26][CH2:25][CH2:24]4)[CH:17]=3)[CH:10]=2)=[CH:6][CH:5]=[C:4]([CH3:29])[N:3]=1.Cl[CH2:31][CH2:32][N:33]1[CH2:37][CH2:36][NH:35][C:34]1=[O:38].CCN(C(C)C)C(C)C, predict the reaction product. The product is: [CH3:1][C:2]1[C:7]([O:8][C:9]2[CH:14]=[CH:13][N:12]=[C:11]([NH:15][C:16]3[CH:17]=[C:18]([CH2:22][N:23]4[CH2:28][CH2:27][N:26]([CH2:31][CH2:32][N:33]5[CH2:37][CH2:36][NH:35][C:34]5=[O:38])[CH2:25][CH2:24]4)[CH:19]=[CH:20][CH:21]=3)[CH:10]=2)=[CH:6][CH:5]=[C:4]([CH3:29])[N:3]=1. (7) Given the reactants [CH3:1][O:2][CH2:3][CH2:4]/[CH:5]=[CH:6]/[C:7]1[N:11]2[CH:12]=[CH:13][CH:14]=[CH:15][C:10]2=[N:9][C:8]=1[C:16]([O:18][CH2:19][CH3:20])=[O:17].C1(SC2C=CC=CC=2)C=CC=CC=1.[H][H], predict the reaction product. The product is: [CH3:1][O:2][CH2:3][CH2:4][CH2:5][CH2:6][C:7]1[N:11]2[CH:12]=[CH:13][CH:14]=[CH:15][C:10]2=[N:9][C:8]=1[C:16]([O:18][CH2:19][CH3:20])=[O:17]. (8) The product is: [Cl:17][C:11]1[CH:12]=[CH:13][CH:14]=[C:15]([Cl:16])[C:10]=1[C:9]([NH:8][C:6]1[CH:5]=[CH:4][N:3]=[C:2]([NH:25][C:22]2[CH:23]=[CH:24][N:20]([CH3:19])[N:21]=2)[CH:7]=1)=[O:18]. Given the reactants Br[C:2]1[CH:7]=[C:6]([NH:8][C:9](=[O:18])[C:10]2[C:15]([Cl:16])=[CH:14][CH:13]=[CH:12][C:11]=2[Cl:17])[CH:5]=[CH:4][N:3]=1.[CH3:19][N:20]1[CH:24]=[CH:23][C:22]([NH2:25])=[N:21]1.CC1(C)C2C(=C(P(C3C=CC=CC=3)C3C=CC=CC=3)C=CC=2)OC2C(P(C3C=CC=CC=3)C3C=CC=CC=3)=CC=CC1=2.C([O-])([O-])=O.[Cs+].[Cs+], predict the reaction product. (9) Given the reactants [NH2:1][C:2]1[CH:7]=[CH:6][C:5]([C:8]([F:11])([F:10])[F:9])=[CH:4][N:3]=1.[CH:12]1([N+:18]#[C-:19])[CH2:17][CH2:16][CH2:15][CH2:14][CH2:13]1.[CH:20](=O)[C:21]1[O:25][CH:24]=[CH:23][CH:22]=1.[C:27](Cl)(=[O:29])[CH3:28], predict the reaction product. The product is: [CH:12]1([N:18]([C:19]2[N:3]3[CH:4]=[C:5]([C:8]([F:9])([F:11])[F:10])[CH:6]=[CH:7][C:2]3=[N:1][C:20]=2[C:21]2[O:25][CH:24]=[CH:23][CH:22]=2)[C:27](=[O:29])[CH3:28])[CH2:17][CH2:16][CH2:15][CH2:14][CH2:13]1.